This data is from NCI-60 drug combinations with 297,098 pairs across 59 cell lines. The task is: Regression. Given two drug SMILES strings and cell line genomic features, predict the synergy score measuring deviation from expected non-interaction effect. Drug 2: CS(=O)(=O)OCCCCOS(=O)(=O)C. Cell line: SNB-75. Drug 1: CC1C(C(CC(O1)OC2CC(CC3=C2C(=C4C(=C3O)C(=O)C5=C(C4=O)C(=CC=C5)OC)O)(C(=O)C)O)N)O.Cl. Synergy scores: CSS=4.42, Synergy_ZIP=-2.54, Synergy_Bliss=-1.34, Synergy_Loewe=-47.8, Synergy_HSA=-1.55.